This data is from Catalyst prediction with 721,799 reactions and 888 catalyst types from USPTO. The task is: Predict which catalyst facilitates the given reaction. (1) Reactant: [CH3:1][N:2]([CH3:12])[CH2:3][CH2:4][N:5]1[C:9]([NH2:10])=[CH:8][C:7]([CH3:11])=[N:6]1.[C:13]1(=O)[CH2:18][CH2:17][CH2:16][CH2:15][CH2:14]1. Product: [C:13]1([C:8]2[C:7]([CH3:11])=[N:6][N:5]([CH2:4][CH2:3][N:2]([CH3:12])[CH3:1])[C:9]=2[NH2:10])[CH2:18][CH2:17][CH2:16][CH2:15][CH:14]=1. The catalyst class is: 15. (2) Reactant: [CH3:1][C:2]1([CH2:8][O:9][C:10]2[C:18]3[C:17]4[CH:19]=[C:20]([C:23]#[N:24])[N:21]=[CH:22][C:16]=4[N:15]([CH2:25][O:26][CH2:27][CH2:28][Si:29]([CH3:32])([CH3:31])[CH3:30])[C:14]=3[N:13]=[CH:12][CH:11]=2)[CH2:7][CH2:6][NH:5][CH2:4][CH2:3]1.[CH:33](=O)[CH3:34].C(O[BH-](OC(=O)C)OC(=O)C)(=O)C.[Na+]. Product: [CH2:33]([N:5]1[CH2:4][CH2:3][C:2]([CH2:8][O:9][C:10]2[C:18]3[C:17]4[CH:19]=[C:20]([C:23]#[N:24])[N:21]=[CH:22][C:16]=4[N:15]([CH2:25][O:26][CH2:27][CH2:28][Si:29]([CH3:31])([CH3:30])[CH3:32])[C:14]=3[N:13]=[CH:12][CH:11]=2)([CH3:1])[CH2:7][CH2:6]1)[CH3:34]. The catalyst class is: 754. (3) Reactant: Cl[CH2:2][C:3]([OH:5])=[O:4].[C:6](=[O:9])([O-])[O-].[K+].[K+].[OH2:12].[NH2:13][NH2:14].[C:15](=O)=O. Product: [N:13]([CH2:2][C:3]([OH:5])=[O:4])([CH2:15][C:6]([OH:9])=[O:12])[NH2:14]. The catalyst class is: 6. (4) Reactant: [CH:1]1([C:4]2[C:9]([O:10][C:11]([F:14])([F:13])[CH3:12])=[CH:8][C:7](B3OC(C)(C)C(C)(C)O3)=[CH:6][N:5]=2)[CH2:3][CH2:2]1.[OH:24]O. Product: [CH:1]1([C:4]2[N:5]=[CH:6][C:7]([OH:24])=[CH:8][C:9]=2[O:10][C:11]([F:14])([F:13])[CH3:12])[CH2:3][CH2:2]1. The catalyst class is: 5. (5) Reactant: [NH2:1][C:2]1[CH:7]=[CH:6][CH:5]=[CH:4][CH:3]=1.[CH3:8][O:9][C:10]1[CH:15]=[CH:14][C:13](Br)=[CH:12][CH:11]=1.[O:17]([C:19](C)(C)C)[Na].P(C(C)(C)C)(C(C)(C)C)C(C)(C)C.[C:36]1(C)[CH:41]=[CH:40][CH:39]=[CH:38][CH:37]=1. Product: [CH3:19][O:17][C:5]1[CH:6]=[CH:7][C:2]([N:1]([C:13]2[CH:14]=[CH:15][C:10]([O:9][CH3:8])=[CH:11][CH:12]=2)[C:36]2[CH:41]=[CH:40][CH:39]=[CH:38][CH:37]=2)=[CH:3][CH:4]=1. The catalyst class is: 110.